From a dataset of Forward reaction prediction with 1.9M reactions from USPTO patents (1976-2016). Predict the product of the given reaction. (1) Given the reactants C(O)(C(F)(F)F)=O.[F:8][C:9]([F:53])([F:52])[C:10]1[CH:11]=[C:12]([CH:45]=[C:46]([C:48]([F:51])([F:50])[F:49])[CH:47]=1)[CH2:13][N:14]([CH3:44])[C:15]([N:17]1[CH2:22][CH2:21][C@H:20]([N:23]2[CH2:28][CH2:27][N:26](C(OC(C)(C)C)=O)[CH2:25][CH2:24]2)[CH2:19][C@@H:18]1[C:36]1[CH:41]=[CH:40][C:39]([F:42])=[CH:38][C:37]=1[CH3:43])=[O:16], predict the reaction product. The product is: [F:53][C:9]([F:8])([F:52])[C:10]1[CH:11]=[C:12]([CH:45]=[C:46]([C:48]([F:49])([F:51])[F:50])[CH:47]=1)[CH2:13][N:14]([CH3:44])[C:15]([N:17]1[CH2:22][CH2:21][C@H:20]([N:23]2[CH2:24][CH2:25][NH:26][CH2:27][CH2:28]2)[CH2:19][C@@H:18]1[C:36]1[CH:41]=[CH:40][C:39]([F:42])=[CH:38][C:37]=1[CH3:43])=[O:16]. (2) Given the reactants Br[C:2]1[CH:7]=[CH:6][C:5]([OH:8])=[C:4]([N+:9]([O-:11])=[O:10])[CH:3]=1.[C:12]([O-:15])([O-])=O.[K+].[K+].C1N2[CH2:24][CH2:25]N(CC2)C1, predict the reaction product. The product is: [CH:5]([O:15][C:12]1[CH:25]=[CH:24][C:7]([C:2]2[CH:7]=[CH:6][C:5]([OH:8])=[C:4]([N+:9]([O-:11])=[O:10])[CH:3]=2)=[CH:2][CH:3]=1)([CH3:6])[CH3:4].